From a dataset of Full USPTO retrosynthesis dataset with 1.9M reactions from patents (1976-2016). Predict the reactants needed to synthesize the given product. (1) Given the product [C:1]([C:3]1[N:4]=[CH:5][C:6]2[C:12]([OH:13])=[C:11]([C:14]([NH:16][CH2:17][C:18]([OH:20])=[O:19])=[O:15])[C:10](=[O:25])[N:9]([CH3:26])[C:7]=2[N:8]=1)#[N:2], predict the reactants needed to synthesize it. The reactants are: [C:1]([C:3]1[N:4]=[CH:5][C:6]2[C:12]([OH:13])=[C:11]([C:14]([NH:16][CH2:17][C:18]([O:20]C(C)(C)C)=[O:19])=[O:15])[C:10](=[O:25])[N:9]([CH3:26])[C:7]=2[N:8]=1)#[N:2].OC1C2C=NC(S(C)(=O)=O)=NC=2N(C)C(=O)C=1C(NCC(OC(C)(C)C)=O)=O.[C-]#N.[Na+]. (2) Given the product [F:1][C:2]1[CH:11]=[C:10]([CH:12]=[O:13])[CH:9]=[C:8]([OH:14])[C:3]=1[C:4]([OH:6])=[O:5], predict the reactants needed to synthesize it. The reactants are: [F:1][C:2]1[CH:11]=[C:10]([CH:12]=[O:13])[CH:9]=[C:8]([OH:14])[C:3]=1[C:4]([O:6]C)=[O:5].[OH-].[Na+].Cl.CCO. (3) Given the product [NH2:13][C:3]1[CH:4]=[C:5]([CH2:8][C:9]([O:11][CH3:12])=[O:10])[CH:6]=[CH:7][C:2]=1[NH2:1], predict the reactants needed to synthesize it. The reactants are: [NH2:1][C:2]1[CH:7]=[CH:6][C:5]([CH2:8][C:9]([O:11][CH3:12])=[O:10])=[CH:4][C:3]=1[N+:13]([O-])=O. (4) Given the product [NH:11]1[CH2:14][CH:13]([C:15]([NH:17][C:18]2[CH:19]=[CH:20][C:21]([O:22][CH:23]3[CH2:24][CH2:25][N:26]([C:29]([O:31][C:32]([CH3:33])([CH3:35])[CH3:34])=[O:30])[CH2:27][CH2:28]3)=[CH:36][CH:37]=2)=[O:16])[CH2:12]1, predict the reactants needed to synthesize it. The reactants are: C(OC([N:11]1[CH2:14][CH:13]([C:15]([NH:17][C:18]2[CH:37]=[CH:36][C:21]([O:22][CH:23]3[CH2:28][CH2:27][N:26]([C:29]([O:31][C:32]([CH3:35])([CH3:34])[CH3:33])=[O:30])[CH2:25][CH2:24]3)=[CH:20][CH:19]=2)=[O:16])[CH2:12]1)=O)C1C=CC=CC=1. (5) Given the product [NH2:27][C:24]1[CH:25]=[CH:26][C:21]([O:20][C:14]2[CH:13]=[C:12]([NH:11][C:9](=[O:10])[C:8]3[CH:30]=[CH:31][CH:32]=[C:6]([C:3]4([C:1]#[N:2])[CH2:5][CH2:4]4)[CH:7]=3)[CH:17]=[CH:16][C:15]=2[O:18][CH3:19])=[N:22][CH:23]=1, predict the reactants needed to synthesize it. The reactants are: [C:1]([C:3]1([C:6]2[CH:7]=[C:8]([CH:30]=[CH:31][CH:32]=2)[C:9]([NH:11][C:12]2[CH:17]=[CH:16][C:15]([O:18][CH3:19])=[C:14]([O:20][C:21]3[CH:26]=[CH:25][C:24]([N+:27]([O-])=O)=[CH:23][N:22]=3)[CH:13]=2)=[O:10])[CH2:5][CH2:4]1)#[N:2].CO. (6) Given the product [NH2:1][CH:4]1[C:13]2[C:8](=[CH:9][C:10]([C:14]#[N:15])=[CH:11][CH:12]=2)[O:7][CH2:6][CH2:5]1, predict the reactants needed to synthesize it. The reactants are: [N:1]([CH:4]1[C:13]2[C:8](=[CH:9][C:10]([C:14]#[N:15])=[CH:11][CH:12]=2)[O:7][CH2:6][CH2:5]1)=[N+]=[N-]. (7) Given the product [N:25]1[CH:26]=[CH:27][CH:28]=[C:23]([CH2:22][NH:21][C:19]([C:17]2[CH:16]=[CH:15][C:14]3[N:10]([C:6]4[CH:7]=[CH:8][CH:9]=[C:4]([NH:3][S:34]([C:30]5[S:29][CH:33]=[CH:32][CH:31]=5)(=[O:36])=[O:35])[CH:5]=4)[CH:11]=[N:12][C:13]=3[CH:18]=2)=[O:20])[CH:24]=1, predict the reactants needed to synthesize it. The reactants are: Cl.Cl.[NH2:3][C:4]1[CH:5]=[C:6]([N:10]2[C:14]3[CH:15]=[CH:16][C:17]([C:19]([NH:21][CH2:22][C:23]4[CH:24]=[N:25][CH:26]=[CH:27][CH:28]=4)=[O:20])=[CH:18][C:13]=3[N:12]=[CH:11]2)[CH:7]=[CH:8][CH:9]=1.[S:29]1[CH:33]=[CH:32][CH:31]=[C:30]1[S:34](Cl)(=[O:36])=[O:35]. (8) Given the product [Br:12][C:9]1[C:7]2[N:8]=[C:3]([O:2][CH3:1])[N:4]=[CH:5][C:6]=2[S:11][CH:10]=1, predict the reactants needed to synthesize it. The reactants are: [CH3:1][O:2][C:3]1[N:4]=[CH:5][C:6]2[S:11][CH:10]=[CH:9][C:7]=2[N:8]=1.[Br:12]Br. (9) Given the product [OH:35][CH:30]([C:31]([CH3:34])([CH3:33])[CH3:32])[CH2:29][CH2:28][NH:27][C:10]([C:9]1[C:4]([CH:1]([CH3:2])[CH3:3])=[N:5][C:6]([N:14]2[CH2:19][CH2:18][O:17][CH2:16][CH2:15]2)=[CH:7][C:8]=1[CH3:13])=[O:12], predict the reactants needed to synthesize it. The reactants are: [CH:1]([C:4]1[C:9]([C:10]([OH:12])=O)=[C:8]([CH3:13])[CH:7]=[C:6]([N:14]2[CH2:19][CH2:18][O:17][CH2:16][CH2:15]2)[N:5]=1)([CH3:3])[CH3:2].C(N(CC)CC)C.[NH2:27][CH2:28][CH2:29][CH:30]([OH:35])[C:31]([CH3:34])([CH3:33])[CH3:32]. (10) Given the product [Cl:10][C:11]1[CH:12]=[C:13]([C:18]2[CH:19]=[CH:20][C:21](/[CH:24]=[CH:25]/[CH2:26][OH:27])=[CH:22][CH:23]=2)[CH:14]=[C:15]([Cl:17])[CH:16]=1, predict the reactants needed to synthesize it. The reactants are: CC(C[AlH]CC(C)C)C.[Cl:10][C:11]1[CH:12]=[C:13]([C:18]2[CH:23]=[CH:22][C:21](/[CH:24]=[CH:25]/[C:26](OCC)=[O:27])=[CH:20][CH:19]=2)[CH:14]=[C:15]([Cl:17])[CH:16]=1.